Dataset: Full USPTO retrosynthesis dataset with 1.9M reactions from patents (1976-2016). Task: Predict the reactants needed to synthesize the given product. The reactants are: C(OC1C=CC([C:10]2[S:14][C:13]3[CH:15]=[C:16](OCC)[CH:17]=[CH:18][C:12]=3[CH:11]=2)=CC=1)C.COC1C=C(C=C(OC)C=1OC)C(Cl)=O.[Al+3].[Cl-].[Cl-].[Cl-].O. Given the product [S:14]1[CH:10]=[CH:11][C:12]2[CH:18]=[CH:17][CH:16]=[CH:15][C:13]1=2, predict the reactants needed to synthesize it.